Dataset: Full USPTO retrosynthesis dataset with 1.9M reactions from patents (1976-2016). Task: Predict the reactants needed to synthesize the given product. (1) Given the product [F:50][C:16]([F:15])([F:49])[C:17]1[CH:22]=[C:21]([C:23]2[CH:24]=[CH:25][C:26]([C:29]([F:32])([F:31])[F:30])=[CH:27][CH:28]=2)[N:20]=[C:19]([C:33]2[CH:38]=[CH:37][N:36]=[C:35]([C:39]3[CH:40]=[C:41]([S:45]([N:1]4[CH2:6][CH2:5][O:4][CH2:3][CH2:2]4)(=[O:47])=[O:46])[CH:42]=[CH:43][CH:44]=3)[CH:34]=2)[N:18]=1, predict the reactants needed to synthesize it. The reactants are: [NH:1]1[CH2:6][CH2:5][O:4][CH2:3][CH2:2]1.C(N(CC)CC)C.Cl.[F:15][C:16]([F:50])([F:49])[C:17]1[CH:22]=[C:21]([C:23]2[CH:28]=[CH:27][C:26]([C:29]([F:32])([F:31])[F:30])=[CH:25][CH:24]=2)[N:20]=[C:19]([C:33]2[CH:38]=[CH:37][N:36]=[C:35]([C:39]3[CH:40]=[C:41]([S:45](Cl)(=[O:47])=[O:46])[CH:42]=[CH:43][CH:44]=3)[CH:34]=2)[N:18]=1. (2) Given the product [CH2:36]([N:33]([CH2:34][CH3:35])[CH2:32][CH2:31][S:30][C:27]1[CH:28]=[CH:29][C:24]([NH:15][C:12]2[N:11]=[CH:10][C:9]([C:6]3[CH:5]=[CH:4][C:3]([O:2][CH3:1])=[CH:8][CH:7]=3)=[CH:14][N:13]=2)=[CH:25][CH:26]=1)[CH3:37], predict the reactants needed to synthesize it. The reactants are: [CH3:1][O:2][C:3]1[CH:8]=[CH:7][C:6]([C:9]2[CH:10]=[N:11][C:12]([NH2:15])=[N:13][CH:14]=2)=[CH:5][CH:4]=1.BrC1C=CC(N[C:24]2[CH:29]=[CH:28][C:27]([S:30][CH2:31][CH2:32][N:33]([CH2:36][CH3:37])[CH2:34][CH3:35])=[CH:26][CH:25]=2)=NC=1.COC1C=CC(B(O)O)=CC=1.C(=O)([O-])[O-].[K+].[K+].